This data is from Catalyst prediction with 721,799 reactions and 888 catalyst types from USPTO. The task is: Predict which catalyst facilitates the given reaction. (1) Product: [CH3:8][C:5]1([CH3:9])[C:4](=[O:10])[CH:3]=[C:2]([N:11]2[CH:15]=[CH:14][N:13]=[N:12]2)[CH2:7][CH2:6]1.[CH3:8][C:5]1([CH3:9])[C:4](=[O:10])[CH:3]=[C:2]([N:12]2[N:13]=[CH:14][CH:15]=[N:11]2)[CH2:7][CH2:6]1. The catalyst class is: 308. Reactant: Cl[C:2]1[CH2:7][CH2:6][C:5]([CH3:9])([CH3:8])[C:4](=[O:10])[CH:3]=1.[NH:11]1[CH:15]=[CH:14][N:13]=[N:12]1. (2) Reactant: [CH2:1]([N:8]1[C:16]2[C:11](=[CH:12][C:13]([C:17]([O:19][CH3:20])=[O:18])=[CH:14][CH:15]=2)[C:10]([CH:21]=O)=[CH:9]1)[C:2]1[CH:7]=[CH:6][CH:5]=[CH:4][CH:3]=1.C([SiH](CC)CC)C. Product: [CH2:1]([N:8]1[C:16]2[C:11](=[CH:12][C:13]([C:17]([O:19][CH3:20])=[O:18])=[CH:14][CH:15]=2)[CH:10]([CH3:21])[CH2:9]1)[C:2]1[CH:3]=[CH:4][CH:5]=[CH:6][CH:7]=1. The catalyst class is: 55. (3) Reactant: Cl[C:2]1[N:7]=[C:6]([O:8][C:9]2[C:18]3[C:13](=[CH:14][CH:15]=[CH:16][CH:17]=3)[C:12]([NH:19][C:20]([NH:22][C:23]3[N:27]([C:28]4[CH:33]=[CH:32][C:31]([CH3:34])=[CH:30][CH:29]=4)[N:26]=[C:25]([CH:35]([CH3:37])[CH3:36])[CH:24]=3)=[O:21])=[CH:11][CH:10]=2)[CH:5]=[CH:4][N:3]=1.[CH3:38][O:39][CH2:40][CH2:41][O:42][CH2:43][CH2:44][O:45][CH2:46][CH2:47][O:48][CH2:49][CH2:50][O:51][C:52]1[CH:53]=[C:54]([CH:56]=[C:57]([O:59][CH3:60])[CH:58]=1)[NH2:55].C1COCC1. Product: [CH3:38][O:39][CH2:40][CH2:41][O:42][CH2:43][CH2:44][O:45][CH2:46][CH2:47][O:48][CH2:49][CH2:50][O:51][C:52]1[CH:53]=[C:54]([NH:55][C:2]2[N:7]=[C:6]([O:8][C:9]3[C:18]4[C:13](=[CH:14][CH:15]=[CH:16][CH:17]=4)[C:12]([NH:19][C:20]([NH:22][C:23]4[N:27]([C:28]5[CH:33]=[CH:32][C:31]([CH3:34])=[CH:30][CH:29]=5)[N:26]=[C:25]([CH:35]([CH3:37])[CH3:36])[CH:24]=4)=[O:21])=[CH:11][CH:10]=3)[CH:5]=[CH:4][N:3]=2)[CH:56]=[C:57]([O:59][CH3:60])[CH:58]=1. The catalyst class is: 39.